Task: Predict which catalyst facilitates the given reaction.. Dataset: Catalyst prediction with 721,799 reactions and 888 catalyst types from USPTO (1) Reactant: CC[O:3][C:4]([CH:6]1[CH2:11][N:10]([C:12]([O:14][C:15]([CH3:18])([CH3:17])[CH3:16])=[O:13])[C:9]2[CH:19]=[C:20]([Cl:29])[C:21]([N+:26]([O-:28])=[O:27])=[C:22]([N+:23]([O-:25])=[O:24])[C:8]=2[O:7]1)=[O:5].[Li+].[OH-]. Product: [C:15]([O:14][C:12]([N:10]1[C:9]2[CH:19]=[C:20]([Cl:29])[C:21]([N+:26]([O-:28])=[O:27])=[C:22]([N+:23]([O-:25])=[O:24])[C:8]=2[O:7][CH:6]([C:4]([OH:5])=[O:3])[CH2:11]1)=[O:13])([CH3:18])([CH3:16])[CH3:17]. The catalyst class is: 20. (2) Reactant: [Br:1][C:2]1[C:3]([NH2:9])=[N:4][CH:5]=[N:6][C:7]=1Cl.[F:10][C:11]1[CH:16]=[CH:15][C:14]([C:17]2[N:18]=[C:19]([CH:23]3[CH2:28][CH2:27][NH:26][CH2:25][CH2:24]3)[N:20]([CH3:22])[CH:21]=2)=[CH:13][C:12]=1[C:29]([F:32])([F:31])[F:30].C(=O)([O-])[O-].[K+].[K+].O. Product: [Br:1][C:2]1[C:3]([NH2:9])=[N:4][CH:5]=[N:6][C:7]=1[N:26]1[CH2:27][CH2:28][CH:23]([C:19]2[N:20]([CH3:22])[CH:21]=[C:17]([C:14]3[CH:15]=[CH:16][C:11]([F:10])=[C:12]([C:29]([F:32])([F:30])[F:31])[CH:13]=3)[N:18]=2)[CH2:24][CH2:25]1. The catalyst class is: 16. (3) Reactant: [C:1]1(=[CH:10]/[CH2:11][C:12]([O:14][CH2:15][CH3:16])=[O:13])/[C:2]2[N:3]([CH:7]=[CH:8][CH:9]=2)[CH2:4][CH2:5][NH:6]/1. Product: [CH:1]1([CH2:10][CH2:11][C:12]([O:14][CH2:15][CH3:16])=[O:13])[NH:6][CH2:5][CH2:4][N:3]2[CH:7]=[CH:8][CH:9]=[C:2]12. The catalyst class is: 19. (4) Reactant: [CH:1]12[CH2:18][CH:4]([CH:5]([NH:7]C(=O)OCC3C=CC=CC=3)[CH2:6]1)[CH2:3][O:2]2.C[OH:20]. Product: [NH2:7][CH:5]1[CH2:6][CH:1]2[CH2:18][CH:4]1[C:3](=[O:20])[O:2]2. The catalyst class is: 45.